This data is from Forward reaction prediction with 1.9M reactions from USPTO patents (1976-2016). The task is: Predict the product of the given reaction. (1) Given the reactants [OH:1][CH2:2][C:3]1[CH:8]=[C:7]([Cl:9])[CH:6]=[CH:5][C:4]=1[CH2:10][NH2:11].[C:12](O[C:12]([O:14][C:15]([CH3:18])([CH3:17])[CH3:16])=[O:13])([O:14][C:15]([CH3:18])([CH3:17])[CH3:16])=[O:13].C, predict the reaction product. The product is: [C:15]([O:14][C:12]([NH:11][CH2:10][C:4]1[CH:5]=[CH:6][C:7]([Cl:9])=[CH:8][C:3]=1[CH2:2][OH:1])=[O:13])([CH3:18])([CH3:17])[CH3:16]. (2) Given the reactants [F:1][C:2]1[CH:24]=[C:23]([F:25])[CH:22]=[CH:21][C:3]=1[O:4][C:5]1[C:18](=[O:19])[N:17]([CH3:20])[C:8]2[N:9]=[C:10](S(C)(=O)=O)[N:11]=[CH:12][C:7]=2[CH:6]=1.[NH2:26][CH:27]1[CH2:32][CH2:31][N:30]([C:33]([O:35][CH2:36][CH3:37])=[O:34])[CH2:29][CH2:28]1.O, predict the reaction product. The product is: [F:1][C:2]1[CH:24]=[C:23]([F:25])[CH:22]=[CH:21][C:3]=1[O:4][C:5]1[C:18](=[O:19])[N:17]([CH3:20])[C:8]2[N:9]=[C:10]([NH:26][CH:27]3[CH2:28][CH2:29][N:30]([C:33]([O:35][CH2:36][CH3:37])=[O:34])[CH2:31][CH2:32]3)[N:11]=[CH:12][C:7]=2[CH:6]=1. (3) Given the reactants [C:1]12(CO)[CH2:10][CH:5]3[CH2:6][CH:7]([CH2:9][CH:3]([CH2:4]3)[CH2:2]1)[CH2:8]2.[I:13][C:14]1[CH:15]=[N:16][NH:17][CH:18]=1.[CH3:19]C1C(B2OC(C)(C)C(C)(C)O2)=C(C)NN=1, predict the reaction product. The product is: [CH:1]12[CH2:2][CH:3]3[CH2:4][CH:5]([CH2:6][CH:7]([CH2:9]3)[CH:8]1[CH2:19][N:16]1[CH:15]=[C:14]([I:13])[CH:18]=[N:17]1)[CH2:10]2. (4) Given the reactants [Cl:1][C:2]1[CH:7]=[C:6]([F:8])[CH:5]=[CH:4][C:3]=1[C@H:9]1[C:14]([C:15]([O-:17])=[O:16])=[C:13]([CH2:18]Br)[NH:12][C:11]([C:20]2[S:21][CH:22]=[CH:23][N:24]=2)=[N:10]1.[O:25]=[C:26]1[N:33](C(OC(C)(C)C)=O)[CH2:32][CH:31]2[NH:41][CH:27]1[CH2:28][O:29][CH2:30]2.[CH3:42]CN(C(C)C)C(C)C, predict the reaction product. The product is: [Cl:1][C:2]1[CH:7]=[C:6]([F:8])[CH:5]=[CH:4][C:3]=1[C@H:9]1[C:14]([C:15]([O:17][CH3:42])=[O:16])=[C:13]([CH2:18][N:41]2[CH:27]3[C:26](=[O:25])[NH:33][CH2:32][CH:31]2[CH2:30][O:29][CH2:28]3)[NH:12][C:11]([C:20]2[S:21][CH:22]=[CH:23][N:24]=2)=[N:10]1. (5) Given the reactants [OH:1][C:2]1([C:9]2[CH:14]=[CH:13][CH:12]=[CH:11][CH:10]=2)[CH2:7][CH2:6][C:5](=O)[CH2:4][CH2:3]1.[NH:15]1[CH2:18][CH:17]([NH:19][C:20]([CH2:22][NH:23][C:24](=[O:35])[C:25]2[CH:30]=[CH:29][CH:28]=[C:27]([C:31]([F:34])([F:33])[F:32])[CH:26]=2)=[O:21])[CH2:16]1, predict the reaction product. The product is: [OH:1][C:2]1([C:9]2[CH:14]=[CH:13][CH:12]=[CH:11][CH:10]=2)[CH2:7][CH2:6][CH:5]([N:15]2[CH2:18][CH:17]([NH:19][C:20]([CH2:22][NH:23][C:24](=[O:35])[C:25]3[CH:30]=[CH:29][CH:28]=[C:27]([C:31]([F:34])([F:32])[F:33])[CH:26]=3)=[O:21])[CH2:16]2)[CH2:4][CH2:3]1. (6) Given the reactants F[C:2]1[CH:7]=[CH:6][C:5]([F:8])=[CH:4][C:3]=1[N+:9]([O-:11])=[O:10].CCN(CC)CC.[F:19][C@H:20]1[C@@H:25]([NH:26][C:27](=[O:36])[O:28][CH2:29][C:30]2[CH:35]=[CH:34][CH:33]=[CH:32][CH:31]=2)[CH2:24][CH2:23][NH:22][CH2:21]1, predict the reaction product. The product is: [CH2:29]([O:28][C:27](=[O:36])[NH:26][C@H:25]1[CH2:24][CH2:23][N:22]([C:2]2[CH:7]=[CH:6][C:5]([F:8])=[CH:4][C:3]=2[N+:9]([O-:11])=[O:10])[CH2:21][C@H:20]1[F:19])[C:30]1[CH:31]=[CH:32][CH:33]=[CH:34][CH:35]=1. (7) Given the reactants [N+:1]([C:4]1[CH:5]=[CH:6][C:7]([C:11]2[CH:12]=[N:13][CH:14]=[CH:15][CH:16]=2)=[N:8][C:9]=1[NH2:10])([O-:3])=[O:2].[Br:17]N1C(=O)CCC1=O, predict the reaction product. The product is: [Br:17][C:6]1[C:7]([C:11]2[CH:12]=[N:13][CH:14]=[CH:15][CH:16]=2)=[N:8][C:9]([NH2:10])=[C:4]([N+:1]([O-:3])=[O:2])[CH:5]=1.